This data is from Forward reaction prediction with 1.9M reactions from USPTO patents (1976-2016). The task is: Predict the product of the given reaction. Given the reactants O.[C:2]([OH:12])(=[O:11])/[CH:3]=[CH:4]/[C:5]1[CH:10]=[CH:9][CH:8]=[CH:7][CH:6]=1.[CH2:13]([N+:23]([CH2:26][CH2:27][CH2:28][CH2:29][CH2:30][CH2:31][CH2:32][CH2:33][CH2:34][CH3:35])([CH3:25])[CH3:24])[CH2:14][CH2:15][CH2:16][CH2:17][CH2:18][CH2:19][CH2:20][CH2:21][CH3:22].C(Cl)(Cl)Cl, predict the reaction product. The product is: [C:2]([O-:12])(=[O:11])/[CH:3]=[CH:4]/[C:5]1[CH:6]=[CH:7][CH:8]=[CH:9][CH:10]=1.[CH2:26]([N+:23]([CH2:13][CH2:14][CH2:15][CH2:16][CH2:17][CH2:18][CH2:19][CH2:20][CH2:21][CH3:22])([CH3:25])[CH3:24])[CH2:27][CH2:28][CH2:29][CH2:30][CH2:31][CH2:32][CH2:33][CH2:34][CH3:35].